Task: Predict the reactants needed to synthesize the given product.. Dataset: Full USPTO retrosynthesis dataset with 1.9M reactions from patents (1976-2016) (1) Given the product [N:2]1[C:12]2[C:11]3[S:13][C:14]([C:16]4[CH:30]=[CH:29][C:19]([CH2:20][NH2:21])=[CH:18][CH:17]=4)=[CH:15][C:10]=3[CH2:9][CH2:8][O:7][C:6]=2[CH:5]=[CH:4][CH:3]=1, predict the reactants needed to synthesize it. The reactants are: Cl.[N:2]1[C:12]2[C:11]3[S:13][C:14]([C:16]4[CH:30]=[CH:29][C:19]([CH2:20][NH:21]C(=O)OC(C)(C)C)=[CH:18][CH:17]=4)=[CH:15][C:10]=3[CH2:9][CH2:8][O:7][C:6]=2[CH:5]=[CH:4][CH:3]=1. (2) Given the product [CH3:1][O:2][C:3]1[C:4]([C:11]([OH:13])=[O:12])=[N:5][CH:6]=[C:7]([O:9][CH3:10])[N:8]=1, predict the reactants needed to synthesize it. The reactants are: [CH3:1][O:2][C:3]1[C:4]([C:11]([O:13]CC)=[O:12])=[N:5][CH:6]=[C:7]([O:9][CH3:10])[N:8]=1.[OH-].[K+]. (3) Given the product [CH:1]([C:4]1[C:5]([O:24][CH2:25][C:26]2[CH:27]=[CH:28][C:29]([O:32][CH3:33])=[CH:30][CH:31]=2)=[CH:6][C:7]([O:14][CH2:15][C:16]2[CH:21]=[CH:20][C:19]([O:22][CH3:23])=[CH:18][CH:17]=2)=[C:8]([C:10](=[O:13])[CH:11]=[CH2:12])[CH:9]=1)([CH3:3])[CH3:2], predict the reactants needed to synthesize it. The reactants are: [CH:1]([C:4]1[C:5]([O:24][CH2:25][C:26]2[CH:31]=[CH:30][C:29]([O:32][CH3:33])=[CH:28][CH:27]=2)=[CH:6][C:7]([O:14][CH2:15][C:16]2[CH:21]=[CH:20][C:19]([O:22][CH3:23])=[CH:18][CH:17]=2)=[C:8]([CH:10]([OH:13])[CH:11]=[CH2:12])[CH:9]=1)([CH3:3])[CH3:2].ClC1C(=O)C(C#N)=C(C#N)C(=O)C=1Cl. (4) Given the product [C:1]1([C:7]2[O:11][N:10]=[C:9]([CH:12]=[N:19][OH:20])[C:8]=2[C:14]([F:17])([F:16])[F:15])[CH:6]=[CH:5][CH:4]=[CH:3][CH:2]=1, predict the reactants needed to synthesize it. The reactants are: [C:1]1([C:7]2[O:11][N:10]=[C:9]([CH:12]=O)[C:8]=2[C:14]([F:17])([F:16])[F:15])[CH:6]=[CH:5][CH:4]=[CH:3][CH:2]=1.Cl.[NH2:19][OH:20].C([O-])(=O)C.[Na+].